From a dataset of TCR-epitope binding with 47,182 pairs between 192 epitopes and 23,139 TCRs. Binary Classification. Given a T-cell receptor sequence (or CDR3 region) and an epitope sequence, predict whether binding occurs between them. (1) The epitope is TAFTIPSI. The TCR CDR3 sequence is CASIWLNEQFF. Result: 0 (the TCR does not bind to the epitope). (2) The epitope is HSKKKCDEL. The TCR CDR3 sequence is CSVKGGFPYNEQFF. Result: 0 (the TCR does not bind to the epitope). (3) The epitope is FLRGRAYGL. The TCR CDR3 sequence is CASSAQDHSDPNTGELFF. Result: 0 (the TCR does not bind to the epitope). (4) The epitope is VTEHDTLLY. The TCR CDR3 sequence is CAITPGQGNTEAFF. Result: 0 (the TCR does not bind to the epitope). (5) The epitope is RPRGEVRFL. The TCR CDR3 sequence is CASRKTGGGEAFF. Result: 1 (the TCR binds to the epitope).